Dataset: Experimentally validated miRNA-target interactions with 360,000+ pairs, plus equal number of negative samples. Task: Binary Classification. Given a miRNA mature sequence and a target amino acid sequence, predict their likelihood of interaction. (1) The miRNA is hsa-miR-3126-3p with sequence CAUCUGGCAUCCGUCACACAGA. The protein sequence of the target gene is MAVALGCAIQASLNQGSVFQEYDTDCEVFRQRFRQFQYREAAGPHEAFNKLWELCCQWLKPKMRSKEQILELLVLEQFLTILPTEIETWVREHCPENRERVVSLIEDLQRELEIPEQQVDMHDMLLEELAPVGTAHIPPTMHLESPALQVMGPAQEAPVAEAWIPQAGPPELNYGATGECQNFLDPGYPLPKLDMNFSLENREEPWVKELQDSKEMKQLLDSKIGFEIGIENEEDTSKQKKMETMYPFIVTLEGNALQGPILQKDYVQLENQWETPPEDLQTDLAKLVDQQNPTLGETPE.... Result: 0 (no interaction). (2) The protein sequence of the target gene is MENLTKHSIECSSFRGDWECKNQFERKQGSQEGHFSEMIFTPEDMPTFSIQHQRIHTDEKLLECKECGKDFSFVSVLVRHQRIHTGEKPYECKECGKAFGSGANLAYHQRIHTGEKPFECKECGKAFGSGSNLTHHQRIHTGEKPYECKECGKAFSFGSGLIRHQIIHSGEKPYECKECGKSFSFESALIRHHRIHTGEKPYECIDCGKAFGSGSNLTQHRRIHTGEKPYECKACGMAFSSGSALTRHQRIHTGEKPYICNECGKAFSFGSALTRHQRIHTGEKPYVCKECGKAFNSGSD.... The miRNA is hsa-miR-4793-5p with sequence ACAUCCUGCUCCACAGGGCAGAGG. Result: 1 (interaction).